Dataset: Full USPTO retrosynthesis dataset with 1.9M reactions from patents (1976-2016). Task: Predict the reactants needed to synthesize the given product. (1) Given the product [CH3:39][NH:40][CH2:41][C@@H:42]([C@H:44]([C@@H:46]([C@@H:48]([CH2:50][OH:51])[OH:49])[OH:47])[OH:45])[OH:43].[CH:1]1([CH2:6][CH2:7][C:8]([N:10]([CH2:21][C:22]2[CH:23]=[CH:24][C:25]([C:28]#[C:29][CH2:30][CH2:31][CH2:32][C:33]3[CH:38]=[CH:37][CH:36]=[CH:35][CH:34]=3)=[CH:26][CH:27]=2)[C:11]2[CH:19]=[CH:18][C:14]([C:15]([OH:17])=[O:16])=[C:13]([OH:20])[CH:12]=2)=[O:9])[CH2:2][CH2:3][CH2:4][CH2:5]1, predict the reactants needed to synthesize it. The reactants are: [CH:1]1([CH2:6][CH2:7][C:8]([N:10]([CH2:21][C:22]2[CH:27]=[CH:26][C:25]([C:28]#[C:29][CH2:30][CH2:31][CH2:32][C:33]3[CH:38]=[CH:37][CH:36]=[CH:35][CH:34]=3)=[CH:24][CH:23]=2)[C:11]2[CH:19]=[CH:18][C:14]([C:15]([OH:17])=[O:16])=[C:13]([OH:20])[CH:12]=2)=[O:9])[CH2:5][CH2:4][CH2:3][CH2:2]1.[CH3:39][NH:40][CH2:41][C@@H:42]([C@H:44]([C@@H:46]([C@@H:48]([CH2:50][OH:51])[OH:49])[OH:47])[OH:45])[OH:43]. (2) Given the product [Br:1][C:2]1[CH:10]=[CH:9][CH:8]=[C:7]2[C:3]=1[CH:4]=[CH:5][N:6]2[CH3:14], predict the reactants needed to synthesize it. The reactants are: [Br:1][C:2]1[CH:10]=[CH:9][CH:8]=[C:7]2[C:3]=1[CH:4]=[CH:5][NH:6]2.[H-].[Na+].I[CH3:14].